Dataset: Reaction yield outcomes from USPTO patents with 853,638 reactions. Task: Predict the reaction yield, written as a fraction of the theoretical maximum amount of product (1.0 means a 100% yield; for example, 0.34 means a 34% yield). (1) The reactants are Cl[CH2:2][C:3]1[CH:13]=[CH:12][C:6]2[O:7][C:8]([F:11])([F:10])[O:9][C:5]=2[CH:4]=1.[C-:14]#[N:15].[Na+].O.CC(OC)(C)C. The catalyst is CS(C)=O. The product is [F:10][C:8]1([F:11])[O:7][C:6]2[CH:12]=[CH:13][C:3]([CH2:2][C:14]#[N:15])=[CH:4][C:5]=2[O:9]1. The yield is 0.950. (2) The reactants are Cl[C:2]1[N:7]=[C:6]([NH:8][CH2:9][C:10]2[CH:15]=[CH:14][C:13]([CH3:16])=[CH:12][CH:11]=2)[N:5]=[C:4]([NH:17][CH:18]2[NH:22][C:21](=[O:23])[N:20]([CH3:24])[C:19]2=[O:25])[N:3]=1.C(=O)([O-])[O-].[K+].[K+].[CH3:32][O:33][C:34]1[CH:41]=[CH:40][C:37]([CH2:38][NH2:39])=[CH:36][CH:35]=1. The catalyst is CN(C)C=O.O. The product is [CH3:16][C:13]1[CH:14]=[CH:15][C:10]([CH2:9][NH:8][C:6]2[N:7]=[C:2]([NH:39][CH2:38][C:37]3[CH:40]=[CH:41][C:34]([O:33][CH3:32])=[CH:35][CH:36]=3)[N:3]=[C:4]([NH:17][CH:18]3[NH:22][C:21](=[O:23])[N:20]([CH3:24])[C:19]3=[O:25])[N:5]=2)=[CH:11][CH:12]=1. The yield is 0.770. (3) The reactants are [CH2:1]([CH:5]=P(C1C=CC=CC=1)(C1C=CC=CC=1)C1C=CC=CC=1)[CH2:2][CH2:3][CH3:4].[CH3:25][O:26][C:27]1[CH:28]=[C:29]([C:35]2([CH:40]=O)[CH2:39][CH2:38][CH2:37][CH2:36]2)[CH:30]=[C:31]([O:33][CH3:34])[CH:32]=1. The catalyst is C1COCC1. The product is [CH3:34][O:33][C:31]1[CH:30]=[C:29]([C:35]2([CH:40]=[CH:5][CH2:1][CH2:2][CH2:3][CH3:4])[CH2:36][CH2:37][CH2:38][CH2:39]2)[CH:28]=[C:27]([O:26][CH3:25])[CH:32]=1. The yield is 0.960. (4) The reactants are [N:1]1[CH:6]=[CH:5][CH:4]=[CH:3][C:2]=1/[CH:7]=[CH:8]/[C:9]#[N:10].[BH4-].[Na+].O. The catalyst is CC(O)C. The product is [N:1]1[CH:6]=[CH:5][CH:4]=[CH:3][C:2]=1[CH2:7][CH2:8][C:9]#[N:10]. The yield is 0.820. (5) The reactants are [Br:1][C:2]1[CH:9]=[CH:8][C:5]([C:6]#[N:7])=[CH:4][CH:3]=1.[N+:10]([O-])([OH:12])=[O:11]. The catalyst is OS(O)(=O)=O. The product is [Br:1][C:2]1[CH:9]=[CH:8][C:5]([C:6]#[N:7])=[CH:4][C:3]=1[N+:10]([O-:12])=[O:11]. The yield is 0.560.